From a dataset of Full USPTO retrosynthesis dataset with 1.9M reactions from patents (1976-2016). Predict the reactants needed to synthesize the given product. (1) The reactants are: [CH3:1][O:2][C:3](=[O:26])[C:4]1[CH:9]=[CH:8][C:7]([CH2:10][O:11][C:12]2[CH:13]=[N:14][CH:15]=[CH:16][CH:17]=2)=[CH:6][C:5]=1OS(C(F)(F)F)(=O)=O.[C:27]1([CH3:36])[CH:32]=[CH:31][CH:30]=[CH:29][C:28]=1B(O)O.C([O-])([O-])=O.[Cs+].[Cs+]. Given the product [CH3:1][O:2][C:3](=[O:26])[C:4]1[CH:9]=[CH:8][C:7]([CH2:10][O:11][C:12]2[CH:13]=[N:14][CH:15]=[CH:16][CH:17]=2)=[CH:6][C:5]=1[C:28]1[CH:29]=[CH:30][CH:31]=[CH:32][C:27]=1[CH3:36], predict the reactants needed to synthesize it. (2) Given the product [ClH:1].[F:53][C:3]([F:2])([F:52])[C:4]1[CH:5]=[C:6]([CH:14]([C:46]2[N:47]=[N:48][N:49]([CH3:51])[N:50]=2)[N:15]2[C:24]3[C:19](=[CH:20][CH:21]=[C:22]([C:25]([F:26])([F:27])[F:28])[CH:23]=3)[N:18]([CH2:29][C@H:30]3[CH2:31][CH2:32][C@H:33]([CH2:36][C:37]([OH:39])=[O:38])[CH2:34][CH2:35]3)[CH:17]([CH2:44][CH3:45])[CH2:16]2)[CH:7]=[C:8]([C:10]([F:13])([F:12])[F:11])[CH:9]=1, predict the reactants needed to synthesize it. The reactants are: [ClH:1].[F:2][C:3]([F:53])([F:52])[C:4]1[CH:5]=[C:6]([CH:14]([C:46]2[N:47]=[N:48][N:49]([CH3:51])[N:50]=2)[N:15]2[C:24]3[C:19](=[CH:20][CH:21]=[C:22]([C:25]([F:28])([F:27])[F:26])[CH:23]=3)[N:18]([CH2:29][C@H:30]3[CH2:35][CH2:34][C@H:33]([CH2:36][C:37]([O:39]C(C)(C)C)=[O:38])[CH2:32][CH2:31]3)[CH:17]([CH2:44][CH3:45])[CH2:16]2)[CH:7]=[C:8]([C:10]([F:13])([F:12])[F:11])[CH:9]=1. (3) Given the product [O:22]1[CH2:21][CH:23]1[CH2:25][O:3][C:4]1[CH:19]=[CH:18][CH:17]=[CH:16][C:5]=1[C:6]([NH:8][C:9]1[CH:14]=[CH:13][C:12]([CH3:15])=[CH:11][CH:10]=1)=[O:7], predict the reactants needed to synthesize it. The reactants are: [OH-].[K+].[OH:3][C:4]1[CH:19]=[CH:18][CH:17]=[CH:16][C:5]=1[C:6]([NH:8][C:9]1[CH:14]=[CH:13][C:12]([CH3:15])=[CH:11][CH:10]=1)=[O:7].C[CH2:21][O:22][C:23]([CH3:25])=O.